Dataset: Full USPTO retrosynthesis dataset with 1.9M reactions from patents (1976-2016). Task: Predict the reactants needed to synthesize the given product. Given the product [Cl:1][C:2]1[CH:7]=[CH:6][C:5]([CH:8]2[CH2:14][CH:13]3[NH:15][CH:10]([CH2:11][CH2:12]3)[CH:9]2[O:24][CH2:25][C:26]2[CH:35]=[CH:34][C:33]3[C:28](=[CH:29][CH:30]=[CH:31][CH:32]=3)[CH:27]=2)=[CH:4][CH:3]=1, predict the reactants needed to synthesize it. The reactants are: [Cl:1][C:2]1[CH:7]=[CH:6][C:5]([CH:8]2[CH2:14][CH:13]3[N:15](C(OCC(Cl)(Cl)Cl)=O)[CH:10]([CH2:11][CH2:12]3)[CH:9]2[O:24][CH2:25][C:26]2[CH:35]=[CH:34][C:33]3[C:28](=[CH:29][CH:30]=[CH:31][CH:32]=3)[CH:27]=2)=[CH:4][CH:3]=1.